Dataset: Experimentally validated miRNA-target interactions with 360,000+ pairs, plus equal number of negative samples. Task: Binary Classification. Given a miRNA mature sequence and a target amino acid sequence, predict their likelihood of interaction. (1) The miRNA is hsa-miR-32-3p with sequence CAAUUUAGUGUGUGUGAUAUUU. The protein sequence of the target gene is MAVNVYSTSVTSDNLSRHDMLAWINESLQLNLTKIEQLCSGAAYCQFMDMLFPGSIALKKVKFQAKLEHEYIQNFKILQAGFKRMGVDKIIPVDKLVKGKFQDNFEFVQWFKKFFDANYDGKEYDPVAARQGQETAVAPSLVAPALSKPKKPLGSGSAAPQRPIATQRTTAAPKAGPGMVRKNPGMGNGDDEAAELMQQVKVLKLTVEDLEKERDFYFGKLRNIELICQENEGENDPVLQRIVDILYATDEGFVIPDEGGPQEEQEEY. Result: 0 (no interaction). (2) Result: 1 (interaction). The miRNA is mmu-miR-1b-5p with sequence UACAUACUUCUUUACAUUCCA. The protein sequence of the target gene is MSESSSDSDSSCGWTVINHEGSDIEIVNSATASDNCGLTLECSLVEQEELPVLYVGHGGEESSANNTSSVGETMLSSMRETKSAAEVEEAPSPEDNVYFGTTSDDSDIVTLEPPKLEEMGNQEVTIQEAPSSDDLNMGSSSSSQYAFCQPEPVFSSQPSDEESSSDDTSHEPSPAPRRRRNRKKTVSISESEEPPLAEPEDEPSKEPSKRHFSRGLNKCVILALVIAVSMGFGHFYGTIQIQKQLVRKTHEDELDGVKGYLSQRKQEQESFLDFKSLKENLERCWTVTESEKITFETQKK.... (3) The miRNA is hsa-miR-3927-3p with sequence CAGGUAGAUAUUUGAUAGGCAU. The protein sequence of the target gene is MPRSRGGRAAPGQASRWSGWRAPGRLLPLLPALCCLAAAAGAGKPAGADAPFAGQNWLKSYGYLLPYESRASALHSGKALQSAVSTMQQFYGIPVTGVLDQTTIEWMKKPRCGVPDHPHLSRRRRNKRYALTGQKWRQKHITYSIHNYTPKVGELDTRKAIRQAFDVWQKVTPLTFEEVPYHEIKSDRKEADIMIFFASGFHGDSSPFDGEGGFLAHAYFPGPGIGGDTHFDSDEPWTLGNANHDGNDLFLVAVHELGHALGLEHSNDPSAIMAPFYQYMETHNFKLPQDDLQGIQKIYG.... Result: 0 (no interaction). (4) The miRNA is hsa-miR-2115-3p with sequence CAUCAGAAUUCAUGGAGGCUAG. The protein sequence of the target gene is MAEISRIQYEMEYTEGISQRMRVPEKLKVAPPNADLEQEFQDGVPNASVIMQVPERIVVTGNNEDISFSRPADLDLIQSTPFKPLALKTPPRVLTLSERPLDFLDLERPLPTPQSEESRAVGRLKRERSMSENAVRQNGQLVRNDSIVTPSPPQARVCPPHMLPEDGANLSSARGILSLIQSSTRRAYQQILDVLDENRRPVLRGGSAAATSNPHHDNVRYGISNLDAAIEGASDDMTVVDAASLRRQIIKLNRRLQLLEEENKERAKREMVMYSITVAFWLLNSWLWFRR. Result: 0 (no interaction). (5) The miRNA is hsa-miR-6808-5p with sequence CAGGCAGGGAGGUGGGACCAUG. The protein sequence of the target gene is MEPAPSEVRLAVREAIHALSSSEDGGHIFCTLESLKRYLGEMEPPALPREKEEFASAHFSPVLRCLASRLSPAWLELLPHGRLEELWASFFLEGPADQAFLVLMETIEGAAGPSFRLMKMARLLARFLREGRLAVLMEAQCRQQTQPGFILLRETLLGKVVALPDHLGNRLQQENLAEFFPQNYFRLLGEEVVRVLQAVVDSLQGGLDSSVSFVSQVLGKACVHGRQQEILGVLVPRLAALTQGSYLHQRVCWRLVEQVPDRAMEAVLTGLVEAALGPEVLSRLLGNLVVKNKKAQFVMT.... Result: 0 (no interaction). (6) The protein sequence of the target gene is MKDRLEQLKAKQLTQDDDTDEVEIAIDNTAFMDEFFSEIEETRLNIDKISEHVEEAKKLYSIILSAPIPEPKTKDDLEQLTTEIKKRANNVRNKLKSMEKHIEEDEVRSSADLRIRKSQHSVLSRKFVEVMTKYNEAQVDFRERSKGRIQRQLEITGKKTTDEELEEMLESGNPAIFTSGIIDSQISKQALSEIEGRHKDIVRLESSIKELHDMFMDIAMLVENQGEMLDNIELNVMHTVDHVEKARDETKRAMKYQGQARKKLIIIIVVVVVLLGILALIIGLSVGLK. Result: 0 (no interaction). The miRNA is hsa-miR-6729-3p with sequence UCAUCCCCCUCGCCCUCUCAG. (7) The miRNA is hsa-miR-548ay-3p with sequence CAAAACCGCGAUUACUCUUGCA. The protein sequence of the target gene is MEPEAAAGARKARGRGCHCPGDAPWRPPPPRGPESPAPWRPWIQTPGDAELTRTGRPLEPRADQHTFGSKGAFGFQHPVRVYLPMSKRQEYLRSSGEQVLASFPVQATIDFYDDESTESASEAEEPEEGPPPLHLLPQEVGGRQENGPGGKGRDQGINQGQRSSGGGDHWGEGPLPQGVSSRGGKCSSSK. Result: 1 (interaction). (8) The miRNA is hsa-miR-362-3p with sequence AACACACCUAUUCAAGGAUUCA. The protein sequence of the target gene is MGIFPGIILIFLRVKFATAAVIVSGHQKSTTVSHEMSGLNWKPFVYGGLASIVAEFGTFPVDLTKTRLQVQGQSIDARFKEIKYRGMFHALFRICKEEGVLALYSGIAPALLRQASYGTIKIGIYQSLKRLFVERLEDETLLINMICGVVSGVISSTIANPTDVLKIRMQAQGSLFQGSMIGSFIDIYQQEGTRGLWRGVVPTAQRAAIVVGVELPVYDITKKHLILSGMMGDTILTHFVSSFTCGLAGALASNPVDVVRTRMMNQRAIVGHVDLYKGTVDGILKMWKHEGFFALYKGFW.... Result: 0 (no interaction).